The task is: Predict the reactants needed to synthesize the given product.. This data is from Full USPTO retrosynthesis dataset with 1.9M reactions from patents (1976-2016). Given the product [C:1]([O:5][C:6]([N:8]1[CH2:13][CH2:12][C:11]([C:17]([O:19][CH2:20][CH3:21])=[O:18])([CH2:14][CH2:15][O:16][S:23]([CH3:22])(=[O:25])=[O:24])[CH2:10][CH2:9]1)=[O:7])([CH3:3])([CH3:4])[CH3:2], predict the reactants needed to synthesize it. The reactants are: [C:1]([O:5][C:6]([N:8]1[CH2:13][CH2:12][C:11]([C:17]([O:19][CH2:20][CH3:21])=[O:18])([CH2:14][CH2:15][OH:16])[CH2:10][CH2:9]1)=[O:7])([CH3:4])([CH3:3])[CH3:2].[CH3:22][S:23](Cl)(=[O:25])=[O:24].C(=O)([O-])O.[Na+].